This data is from Catalyst prediction with 721,799 reactions and 888 catalyst types from USPTO. The task is: Predict which catalyst facilitates the given reaction. (1) Reactant: [CH2:1]([NH:5][C:6]1[N:14]=[C:13]2[C:9]([N:10]=[C:11]([O:19][CH3:20])[N:12]2[CH2:15][CH2:16][CH2:17]Cl)=[C:8]([NH2:21])[N:7]=1)[CH2:2][CH2:3][CH3:4].[CH3:22][N:23]1[CH2:28][CH2:27][NH:26][CH2:25][CH2:24]1.C(N(CC)C(C)C)(C)C. Product: [CH2:1]([NH:5][C:6]1[N:14]=[C:13]2[C:9]([N:10]=[C:11]([O:19][CH3:20])[N:12]2[CH2:15][CH2:16][CH2:17][N:26]2[CH2:27][CH2:28][N:23]([CH3:22])[CH2:24][CH2:25]2)=[C:8]([NH2:21])[N:7]=1)[CH2:2][CH2:3][CH3:4]. The catalyst class is: 10. (2) Reactant: [Cl:1][C:2]1[CH:3]=[CH:4][C:5]([O:16][CH2:17][C:18]2[CH:23]=[CH:22][CH:21]=[CH:20][CH:19]=2)=[C:6]([CH2:8][N:9]2[C:13]([CH3:14])=[CH:12][C:11]([NH2:15])=[N:10]2)[CH:7]=1.N1C=CC=CC=1.Cl[C:31]([O:33][CH3:34])=[O:32].C(OCC)(=O)C. Product: [CH3:34][O:33][C:31](=[O:32])[NH:15][C:11]1[CH:12]=[C:13]([CH3:14])[N:9]([CH2:8][C:6]2[CH:7]=[C:2]([Cl:1])[CH:3]=[CH:4][C:5]=2[O:16][CH2:17][C:18]2[CH:19]=[CH:20][CH:21]=[CH:22][CH:23]=2)[N:10]=1. The catalyst class is: 4. (3) Reactant: C[O:2][C:3]([C@@:5]1([C:25]2[CH:30]=[CH:29][C:28]([Cl:31])=[C:27]([Cl:32])[CH:26]=2)[CH2:7][C@H:6]1[CH2:8][N:9]1[CH2:14][CH2:13][C:12]([NH:21][C:22](=[O:24])[CH3:23])([C:15]2[CH:20]=[CH:19][CH:18]=[CH:17][CH:16]=2)[CH2:11][CH2:10]1)=[O:4].[OH-].[Li+].Cl. Product: [ClH:31].[C:22]([NH:21][C:12]1([C:15]2[CH:20]=[CH:19][CH:18]=[CH:17][CH:16]=2)[CH2:13][CH2:14][N:9]([CH2:8][C@@H:6]2[CH2:7][C@:5]2([C:25]2[CH:30]=[CH:29][C:28]([Cl:31])=[C:27]([Cl:32])[CH:26]=2)[C:3]([OH:4])=[O:2])[CH2:10][CH2:11]1)(=[O:24])[CH3:23]. The catalyst class is: 24. (4) Reactant: [C:1]([N:4]1[C:12]2[C:7](=[CH:8][CH:9]=[C:10]([C:13]([O:15][CH3:16])=[O:14])[CH:11]=2)[CH2:6][C:5]1=[O:17])(=[O:3])[CH3:2].[CH:18](OCC)(OCC)[O:19][CH2:20][CH3:21]. Product: [C:1]([N:4]1[C:12]2[C:7](=[CH:8][CH:9]=[C:10]([C:13]([O:15][CH3:16])=[O:14])[CH:11]=2)[C:6](=[CH:18][O:19][CH2:20][CH3:21])[C:5]1=[O:17])(=[O:3])[CH3:2]. The catalyst class is: 152. (5) Reactant: [OH:1][CH2:2][CH2:3][CH2:4][N:5]1[CH2:10][CH2:9][N:8]([CH2:11][C:12]([NH:14][C:15]2[C:20]([CH:21]([CH3:23])[CH3:22])=[CH:19][C:18]([OH:24])=[CH:17][C:16]=2[CH:25]([CH3:27])[CH3:26])=[O:13])[CH2:7][CH2:6]1.[CH2:28]([O:30][CH2:31][CH2:32]Br)[CH3:29].[F-].[K+]. Product: [CH:21]([C:20]1[CH:19]=[C:18]([O:24][CH2:29][CH2:28][O:30][CH2:31][CH3:32])[CH:17]=[C:16]([CH:25]([CH3:27])[CH3:26])[C:15]=1[NH:14][C:12](=[O:13])[CH2:11][N:8]1[CH2:7][CH2:6][N:5]([CH2:4][CH2:3][CH2:2][OH:1])[CH2:10][CH2:9]1)([CH3:23])[CH3:22]. The catalyst class is: 3.